Dataset: Reaction yield outcomes from USPTO patents with 853,638 reactions. Task: Predict the reaction yield, written as a fraction of the theoretical maximum amount of product (1.0 means a 100% yield; for example, 0.34 means a 34% yield). (1) The reactants are [CH3:1][S:2][C:3]1[CH:11]=[C:10]2[C:6]([CH:7]=[CH:8][N:9]2S(C2C=CC=CC=2)(=O)=O)=[CH:5][CH:4]=1.[Li]CCCC.[CH:26](=[O:30])[CH:27]([CH3:29])[CH3:28]. The catalyst is C1COCC1. The product is [CH3:28][CH:27]([CH3:29])[C:26]([C:8]1[NH:9][C:10]2[C:6]([CH:7]=1)=[CH:5][CH:4]=[C:3]([S:2][CH3:1])[CH:11]=2)=[O:30]. The yield is 0.643. (2) The reactants are Cl.Cl.[F:3][C:4]1[CH:5]=[CH:6][C:7]2[N:11]=[C:10]([C@@H:12]([NH2:14])[CH3:13])[N:9]([C:15]3[CH:20]=[CH:19][CH:18]=[CH:17][CH:16]=3)[C:8]=2[C:21]=1[CH3:22].Cl[C:24]1[N:32]=[CH:31][N:30]=[C:29]2[C:25]=1[N:26]=[CH:27][N:28]2C1CCCCO1.CCN(C(C)C)C(C)C.Cl. The catalyst is C(O)CCC.O1CCOCC1. The product is [F:3][C:4]1[CH:5]=[CH:6][C:7]2[N:11]=[C:10]([C@@H:12]([NH:14][C:24]3[N:32]=[CH:31][N:30]=[C:29]4[C:25]=3[N:26]=[CH:27][NH:28]4)[CH3:13])[N:9]([C:15]3[CH:16]=[CH:17][CH:18]=[CH:19][CH:20]=3)[C:8]=2[C:21]=1[CH3:22]. The yield is 0.700. (3) The reactants are [F:1][C:2]1[CH:7]=[CH:6][CH:5]=[CH:4][C:3]=1[CH2:8][C:9]([OH:11])=O.[C:12](Cl)(=O)[C:13](Cl)=O.[Cl-].[Al+3].[Cl-].[Cl-].Cl. The catalyst is C(Cl)Cl.CN(C)C=O. The product is [F:1][C:2]1[CH:7]=[CH:6][CH:5]=[C:4]2[C:3]=1[CH2:8][C:9](=[O:11])[CH2:13][CH2:12]2. The yield is 0.670. (4) The reactants are [C:1]([O:5][C:6]([N:8]1[CH2:11][C:10]([O:13][C:14]2[CH:15]=[C:16]3[C:25](=[CH:26][C:27]=2Br)[O:24][CH2:23][C:22]2[N:17]3[CH:18]([CH3:30])[C:19](=[O:29])[NH:20][N:21]=2)([CH3:12])[CH2:9]1)=[O:7])([CH3:4])([CH3:3])[CH3:2].[CH3:31]B1OB(C)OB(C)O1.C([O-])([O-])=O.[K+].[K+].C(Cl)Cl. The catalyst is O1CCOCC1.O.C1C=CC(P(C2C=CC=CC=2)[C-]2C=CC=C2)=CC=1.C1C=CC(P(C2C=CC=CC=2)[C-]2C=CC=C2)=CC=1.Cl[Pd]Cl.[Fe+2]. The product is [C:1]([O:5][C:6]([N:8]1[CH2:11][C:10]([O:13][C:14]2[CH:15]=[C:16]3[C:25](=[CH:26][C:27]=2[CH3:31])[O:24][CH2:23][C:22]2[N:17]3[CH:18]([CH3:30])[C:19](=[O:29])[NH:20][N:21]=2)([CH3:12])[CH2:9]1)=[O:7])([CH3:4])([CH3:3])[CH3:2]. The yield is 0.870. (5) The reactants are Cl.[NH2:2][CH:3]([C:6]1[CH:11]=[CH:10][CH:9]=[CH:8][CH:7]=1)[C:4]#[N:5].[C:12]([N:29]=[C:30]=[S:31])([O:14][CH2:15][CH:16]1[C:28]2[C:23](=[CH:24][CH:25]=[CH:26][CH:27]=2)[C:22]2[C:17]1=[CH:18][CH:19]=[CH:20][CH:21]=2)=[O:13].C(N(C(C)C)C(C)C)C.C(=O)(O)[O-].[Na+]. The yield is 0.480. The product is [NH2:5][C:4]1[S:31][C:30]([NH:29][C:12]([O:14][CH2:15][CH:16]2[C:17]3[C:22](=[CH:21][CH:20]=[CH:19][CH:18]=3)[C:23]3[C:28]2=[CH:27][CH:26]=[CH:25][CH:24]=3)=[O:13])=[N:2][C:3]=1[C:6]1[CH:11]=[CH:10][CH:9]=[CH:8][CH:7]=1. The catalyst is C(Cl)Cl. (6) The yield is 0.500. The catalyst is C1COCC1.O. The reactants are [N+](C1C=C(S(CC[O:15][C:16](=[O:63])[CH2:17][CH2:18][CH2:19][CH2:20][CH2:21][NH:22][C:23](=[O:62])[CH2:24][O:25][C:26]2[CH:31]=[C:30]([CH3:32])[C:29]([S:33]([N:36]3[C:40]4[CH:41]=[CH:42][CH:43]=[CH:44][C:39]=4[N:38]=[C:37]3[S:45]([CH2:47][C:48]3[C:53]([CH3:54])=[C:52]([O:55][CH2:56][C:57]([F:60])([F:59])[F:58])[CH:51]=[CH:50][N:49]=3)=[O:46])(=[O:35])=[O:34])=[C:28]([CH3:61])[CH:27]=2)(=O)=O)C=CC=1)([O-])=O.C([O-])(O)=O.[Na+:68]. The product is [Na+:68].[CH3:32][C:30]1[CH:31]=[C:26]([CH:27]=[C:28]([CH3:61])[C:29]=1[S:33]([N:36]1[C:40]2[CH:41]=[CH:42][CH:43]=[CH:44][C:39]=2[N:38]=[C:37]1[S:45]([CH2:47][C:48]1[C:53]([CH3:54])=[C:52]([O:55][CH2:56][C:57]([F:58])([F:59])[F:60])[CH:51]=[CH:50][N:49]=1)=[O:46])(=[O:35])=[O:34])[O:25][CH2:24][C:23]([NH:22][CH2:21][CH2:20][CH2:19][CH2:18][CH2:17][C:16]([O-:63])=[O:15])=[O:62]. (7) The reactants are [H-].[Na+].[C:3]1([CH:9]([N:13]2[CH:17]=[C:16]([C:18]3[C:19]4[CH:26]=[CH:25][N:24]([CH2:27][O:28][CH2:29][CH2:30][Si:31]([CH3:34])([CH3:33])[CH3:32])[C:20]=4[N:21]=[CH:22][N:23]=3)[CH:15]=[N:14]2)[CH2:10][CH2:11][OH:12])[CH:8]=[CH:7][CH:6]=[CH:5][CH:4]=1.[CH3:35]N(C=O)C.CI. No catalyst specified. The product is [CH3:35][O:12][CH2:11][CH2:10][CH:9]([N:13]1[CH:17]=[C:16]([C:18]2[C:19]3[CH:26]=[CH:25][N:24]([CH2:27][O:28][CH2:29][CH2:30][Si:31]([CH3:33])([CH3:32])[CH3:34])[C:20]=3[N:21]=[CH:22][N:23]=2)[CH:15]=[N:14]1)[C:3]1[CH:8]=[CH:7][CH:6]=[CH:5][CH:4]=1. The yield is 0.880. (8) The reactants are [N:1]([C:4]1[N:9]=[C:8]([O:10][CH2:11][C:12]([F:15])([F:14])[F:13])[C:7](Cl)=[C:6]([O:17][CH2:18][C:19]([F:22])([F:21])[F:20])[C:5]=1[F:23])=[N+]=[N-]. The catalyst is [Pd].CCO. The product is [NH2:1][C:4]1[C:5]([F:23])=[C:6]([O:17][CH2:18][C:19]([F:21])([F:22])[F:20])[CH:7]=[C:8]([O:10][CH2:11][C:12]([F:15])([F:13])[F:14])[N:9]=1. The yield is 0.620. (9) The reactants are C1C=CC2N(O)[N:8]=[N:7]C=2C=1.CCN=C=NCCCN(C)C.[Cl:22][C:23]1[CH:24]=[C:25]([CH:29]=[CH:30][N:31]=1)[C:26](O)=[O:27].O.NN. The catalyst is C(#N)C. The product is [Cl:22][C:23]1[CH:24]=[C:25]([CH:29]=[CH:30][N:31]=1)[C:26]([NH:7][NH2:8])=[O:27]. The yield is 0.570.